This data is from Forward reaction prediction with 1.9M reactions from USPTO patents (1976-2016). The task is: Predict the product of the given reaction. (1) Given the reactants C([Mg]Cl)(C)C.I[C:7]1[C:8]2[CH:15]=[CH:14][N:13]([CH2:16][O:17][CH2:18][CH2:19][Si:20]([CH3:23])([CH3:22])[CH3:21])[C:9]=2[N:10]=[CH:11][N:12]=1.CC1C=CC=C(C)C=1[Mg]Br.CON(C)[C:37]([CH:39]1[CH2:44][CH2:43][CH2:42][N:41]([C:45]([O:47][CH2:48][C:49]2[CH:54]=[CH:53][CH:52]=[CH:51][CH:50]=2)=[O:46])[CH2:40]1)=[O:38].[Cl-].[NH4+], predict the reaction product. The product is: [CH3:21][Si:20]([CH3:23])([CH3:22])[CH2:19][CH2:18][O:17][CH2:16][N:13]1[C:9]2[N:10]=[CH:11][N:12]=[C:7]([C:37]([CH:39]3[CH2:44][CH2:43][CH2:42][N:41]([C:45]([O:47][CH2:48][C:49]4[CH:50]=[CH:51][CH:52]=[CH:53][CH:54]=4)=[O:46])[CH2:40]3)=[O:38])[C:8]=2[CH:15]=[CH:14]1. (2) Given the reactants Br[C:2]1[C:3]([CH:8]=[O:9])=[N:4][N:5]([CH3:7])[CH:6]=1.C(Cl)(Cl)Cl.C([O-])([O-])=O.[K+].[K+].CC1(C)C2C(=C(P(C3C=CC=CC=3)C3C=CC=CC=3)C=CC=2)OC2C(P(C3C=CC=CC=3)C3C=CC=CC=3)=CC=CC1=2.C([S:65][CH2:66][CH:67]1[CH2:72][CH2:71][N:70]([C:73]([O:75][C:76]([CH3:79])([CH3:78])[CH3:77])=[O:74])[CH2:69][CH2:68]1)(=O)C.CO, predict the reaction product. The product is: [CH:8]([C:3]1[C:2]([S:65][CH2:66][CH:67]2[CH2:72][CH2:71][N:70]([C:73]([O:75][C:76]([CH3:79])([CH3:78])[CH3:77])=[O:74])[CH2:69][CH2:68]2)=[CH:6][N:5]([CH3:7])[N:4]=1)=[O:9]. (3) The product is: [Br:10][C:8]1[CH:9]=[C:4]([CH2:1][CH2:2][CH3:3])[C:5]([O:14][CH2:15][CH2:16][CH3:17])=[C:6]([N+:11]([O-:13])=[O:12])[CH:7]=1. Given the reactants [CH2:1]([C:4]1[CH:9]=[C:8]([Br:10])[CH:7]=[C:6]([N+:11]([O-:13])=[O:12])[C:5]=1[O:14][CH2:15][CH:16]=[CH2:17])[CH:2]=[CH2:3].[O-]S([O-])(=O)=O.[Mg+2], predict the reaction product. (4) The product is: [C:13]1([CH3:18])[CH:14]=[CH:15][CH:16]=[CH:17][C:12]=1[O:11][C@H:8]1[CH2:9][CH2:10][C@H:5]([C:3]([NH:20][NH2:21])=[O:2])[CH2:6][CH2:7]1. Given the reactants C[O:2][C:3]([C@H:5]1[CH2:10][CH2:9][C@H:8]([O:11][C:12]2[CH:17]=[CH:16][CH:15]=[CH:14][C:13]=2[CH3:18])[CH2:7][CH2:6]1)=O.O.[NH2:20][NH2:21], predict the reaction product. (5) Given the reactants [F:1][C:2]1[C:7]([NH:8][S:9]([CH2:12][CH2:13][CH3:14])(=[O:11])=[O:10])=[CH:6][CH:5]=[C:4]([F:15])[C:3]=1[NH:16][C:17]([C:19]1[S:20][CH:21]=[C:22]2[C:27]([NH:28]CC3C=CC(OC)=CC=3OC)=[N:26][CH:25]=[N:24][C:23]=12)=[O:18], predict the reaction product. The product is: [NH2:28][C:27]1[C:22]2[C:23](=[C:19]([C:17]([NH:16][C:3]3[C:4]([F:15])=[CH:5][CH:6]=[C:7]([NH:8][S:9]([CH2:12][CH2:13][CH3:14])(=[O:10])=[O:11])[C:2]=3[F:1])=[O:18])[S:20][CH:21]=2)[N:24]=[CH:25][N:26]=1.